Dataset: Forward reaction prediction with 1.9M reactions from USPTO patents (1976-2016). Task: Predict the product of the given reaction. (1) The product is: [NH2:33][CH:13]([C@H:14]1[CH2:15][CH2:16][C@H:17]([NH:20][CH2:21][C:22]2[CH:23]=[CH:24][C:25]3[O:26][CH2:27][C:28](=[O:32])[NH:29][C:30]=3[N:31]=2)[CH2:18][CH2:19]1)[CH2:12][N:9]1[C:10]2[C:5](=[N:4][CH:3]=[C:2]([S:59][C:53]3[CH:58]=[CH:57][CH:56]=[CH:55][CH:54]=3)[CH:11]=2)[CH:6]=[CH:7][C:8]1=[O:46]. Given the reactants F[C:2]1[CH:11]=[C:10]2[C:5]([CH:6]=[CH:7][C:8](=[O:46])[N:9]2[CH2:12][CH:13]([NH:33]S(C2C=CC=CC=2[N+]([O-])=O)(=O)=O)[C@H:14]2[CH2:19][CH2:18][C@H:17]([NH:20][CH2:21][C:22]3[CH:23]=[CH:24][C:25]4[O:26][CH2:27][C:28](=[O:32])[NH:29][C:30]=4[N:31]=3)[CH2:16][CH2:15]2)=[N:4][CH:3]=1.C([O-])([O-])=O.[K+].[K+].[C:53]1([SH:59])[CH:58]=[CH:57][CH:56]=[CH:55][CH:54]=1, predict the reaction product. (2) Given the reactants [NH2:1][C@H:2]([CH2:6][CH:7]=[CH2:8])[C:3]([OH:5])=[O:4].[CH3:9]O.Cl, predict the reaction product. The product is: [NH2:1][C@H:2]([CH2:6][CH:7]=[CH2:8])[C:3]([O:5][CH3:9])=[O:4]. (3) Given the reactants [CH3:1][O:2][C:3](=[O:15])[C:4]1[CH:9]=[CH:8][CH:7]=[C:6]([N+:10]([O-:12])=[O:11])[C:5]=1[CH2:13]Br.CN(C)C=O.O.[N-:22]=[N+:23]=[N-:24].[Na+], predict the reaction product. The product is: [CH3:1][O:2][C:3](=[O:15])[C:4]1[CH:9]=[CH:8][CH:7]=[C:6]([N+:10]([O-:12])=[O:11])[C:5]=1[CH2:13][N:22]=[N+:23]=[N-:24]. (4) Given the reactants C[O:2][C:3]([C:5]1[CH:17]=[CH:16][C:15]2[C:14]3[C:9](=[CH:10][CH:11]=[CH:12][CH:13]=3)[N:8]([CH2:18][CH2:19][CH2:20][O:21][CH3:22])[C:7]=2[CH:6]=1)=O.[H-].[Al+3].[Li+].[H-].[H-].[H-], predict the reaction product. The product is: [CH3:22][O:21][CH2:20][CH2:19][CH2:18][N:8]1[C:7]2[CH:6]=[C:5]([CH2:3][OH:2])[CH:17]=[CH:16][C:15]=2[C:14]2[C:9]1=[CH:10][CH:11]=[CH:12][CH:13]=2. (5) Given the reactants [CH3:1][CH:2]([CH2:7][N:8]1[CH2:12][CH2:11][CH2:10][CH2:9]1)[CH2:3][C:4]([OH:6])=O.C(Cl)(=O)C(Cl)=O.C(OC([N:26]1[C:30]([NH2:31])=[CH:29][C:28]([C:32]2[CH:33]=[N:34][C:35]3[C:40]([CH:41]=2)=[CH:39][CH:38]=[CH:37][CH:36]=3)=[N:27]1)=O)(C)(C)C.Cl, predict the reaction product. The product is: [CH3:1][CH:2]([CH2:7][N:8]1[CH2:12][CH2:11][CH2:10][CH2:9]1)[CH2:3][C:4]([NH:31][C:30]1[NH:26][N:27]=[C:28]([C:32]2[CH:33]=[N:34][C:35]3[C:40]([CH:41]=2)=[CH:39][CH:38]=[CH:37][CH:36]=3)[CH:29]=1)=[O:6]. (6) The product is: [CH:56]([N:52]([CH:53]([CH3:55])[CH3:54])[P:51]([O:23][CH2:22][C@@H:10]1[C@@H:11]2[C@@H:15]([O:14][C:13]([CH2:19][CH2:20][CH3:21])([CH2:16][CH2:17][CH3:18])[O:12]2)[C@H:8]([N:6]2[CH:7]=[C:2]([F:1])[C:3](=[O:40])[N:4]([CH2:25]/[CH:26]=[C:27](\[CH3:39])/[CH2:28][CH2:29]/[CH:30]=[C:31](\[CH3:38])/[CH2:32][CH2:33][CH:34]=[C:35]([CH3:37])[CH3:36])[C:5]2=[O:24])[O:9]1)[O:59][CH2:60][CH2:61][C:62]#[N:63])([CH3:58])[CH3:57]. Given the reactants [F:1][C:2]1[C:3](=[O:40])[N:4]([CH2:25]/[CH:26]=[C:27](\[CH3:39])/[CH2:28][CH2:29]/[CH:30]=[C:31](\[CH3:38])/[CH2:32][CH2:33][CH:34]=[C:35]([CH3:37])[CH3:36])[C:5](=[O:24])[N:6]([C@H:8]2[C@H:15]3[C@H:11]([O:12][C:13]([CH2:19][CH2:20][CH3:21])([CH2:16][CH2:17][CH3:18])[O:14]3)[C@@H:10]([CH2:22][OH:23])[O:9]2)[CH:7]=1.C(N(C(C)C)C(C)C)C.Cl[P:51]([O:59][CH2:60][CH2:61][C:62]#[N:63])[N:52]([CH:56]([CH3:58])[CH3:57])[CH:53]([CH3:55])[CH3:54], predict the reaction product. (7) Given the reactants ClC1C=CC=C(C(OO)=[O:9])C=1.[O:12]=[C:13]1[C:19]2[CH:20]=[CH:21][CH:22]=[N:23][C:18]=2[CH2:17][CH2:16][CH2:15][N:14]1[CH:24]1[CH2:29][CH2:28][N:27]([C:30]([O:32][CH2:33][C:34]2[CH:39]=[CH:38][CH:37]=[CH:36][CH:35]=2)=[O:31])[CH2:26][CH2:25]1.S(OS([O-])=O)([O-])=O.[Na+].[Na+], predict the reaction product. The product is: [O-:9][N+:23]1[C:18]2[CH2:17][CH2:16][CH2:15][N:14]([CH:24]3[CH2:25][CH2:26][N:27]([C:30]([O:32][CH2:33][C:34]4[CH:35]=[CH:36][CH:37]=[CH:38][CH:39]=4)=[O:31])[CH2:28][CH2:29]3)[C:13](=[O:12])[C:19]=2[CH:20]=[CH:21][CH:22]=1.